Predict the reaction yield, written as a fraction of the theoretical maximum amount of product (1.0 means a 100% yield; for example, 0.34 means a 34% yield). From a dataset of Reaction yield outcomes from USPTO patents with 853,638 reactions. (1) The reactants are [CH:1]1([CH2:6][CH:7]([C:11]2[CH:16]=[CH:15][C:14]([S:17][CH3:18])=[CH:13][CH:12]=2)[C:8]([OH:10])=O)[CH2:5][CH2:4][CH2:3][CH2:2]1.C1(P(C2C=CC=CC=2)C2C=CC=CC=2)C=CC=CC=1.BrN1C(=O)CCC1=O.[NH2:46][C:47]1[CH:52]=[CH:51][CH:50]=[CH:49][N:48]=1. The catalyst is C(Cl)Cl. The product is [CH:1]1([CH2:6][CH:7]([C:11]2[CH:16]=[CH:15][C:14]([S:17][CH3:18])=[CH:13][CH:12]=2)[C:8]([NH:46][C:47]2[CH:52]=[CH:51][CH:50]=[CH:49][N:48]=2)=[O:10])[CH2:2][CH2:3][CH2:4][CH2:5]1. The yield is 0.320. (2) The reactants are [CH3:1][C:2]1[O:6][N:5]=[C:4]([C:7]2[CH:12]=[CH:11][N:10]=[CH:9][N:8]=2)[C:3]=1[CH2:13][OH:14].O[C:16]1[CH:25]=[CH:24][C:19]([C:20]([O:22][CH3:23])=[O:21])=[CH:18][N:17]=1.C1(P(C2C=CC=CC=2)C2C=CC=CC=2)C=CC=CC=1.N(C(OCC)=O)=NC(OCC)=O. The catalyst is C1COCC1. The product is [CH3:23][O:22][C:20](=[O:21])[C:19]1[CH:24]=[CH:25][C:16]([O:14][CH2:13][C:3]2[C:4]([C:7]3[CH:12]=[CH:11][N:10]=[CH:9][N:8]=3)=[N:5][O:6][C:2]=2[CH3:1])=[N:17][CH:18]=1. The yield is 0.180. (3) The reactants are [NH2:1][CH2:2][CH2:3][CH2:4][O:5][CH2:6][CH2:7][O:8][CH2:9][CH2:10][O:11][CH2:12][CH2:13][CH2:14][NH:15][C:16](=[O:22])[O:17][C:18]([CH3:21])([CH3:20])[CH3:19].[N:23]([C:26]1[CH:31]=[CH:30][C:29]([C:32]#[C:33][C:34]#[N:35])=[CH:28][CH:27]=1)=[C:24]=[S:25]. The catalyst is C(Cl)Cl. The product is [C:18]([O:17][C:16](=[O:22])[NH:15][CH2:14][CH2:13][CH2:12][O:11][CH2:10][CH2:9][O:8][CH2:7][CH2:6][O:5][CH2:4][CH2:3][CH2:2][NH:1][C:24]([NH:23][C:26]1[CH:31]=[CH:30][C:29]([C:32]#[C:33][C:34]#[N:35])=[CH:28][CH:27]=1)=[S:25])([CH3:19])([CH3:21])[CH3:20]. The yield is 0.920.